From a dataset of Reaction yield outcomes from USPTO patents with 853,638 reactions. Predict the reaction yield, written as a fraction of the theoretical maximum amount of product (1.0 means a 100% yield; for example, 0.34 means a 34% yield). (1) The reactants are [F:1][C:2]1[CH:7]=[CH:6][C:5]([N:8]2[CH2:12][C:11]([CH3:16])([C:13]([OH:15])=O)[NH:10][C:9]2=[O:17])=[CH:4][CH:3]=1.C(Cl)(=O)C(Cl)=O.[NH2:24][C:25]1[CH:32]=[CH:31][C:28]([C:29]#[N:30])=[C:27]([C:33]([F:36])([F:35])[F:34])[CH:26]=1.C(N(CC)CC)C. The catalyst is C(Cl)Cl.CN(C=O)C. The product is [C:29]([C:28]1[CH:31]=[CH:32][C:25]([NH:24][C:13]([C:11]2([CH3:16])[CH2:12][N:8]([C:5]3[CH:4]=[CH:3][C:2]([F:1])=[CH:7][CH:6]=3)[C:9](=[O:17])[NH:10]2)=[O:15])=[CH:26][C:27]=1[C:33]([F:34])([F:35])[F:36])#[N:30]. The yield is 0.540. (2) The reactants are [CH3:1][CH:2]([CH2:13][CH2:14][C:15]1[C:20]([CH3:22])([CH3:21])[CH2:19][CH2:18][CH2:17][C:16]=1[CH3:23])[CH:3]=[C:4]([C:9]([O:11]C)=[O:10])[C:5]([O:7]C)=[O:6].C1OCCOCCOCCOCCOCCOC1. The catalyst is CC[N+](CC1C=CC=CC=1)(CC)CC.[Cl-].[OH-].[Na+]. The product is [CH3:1][CH:2]([CH2:13][CH2:14][C:15]1[C:20]([CH3:22])([CH3:21])[CH2:19][CH2:18][CH2:17][C:16]=1[CH3:23])[CH:3]=[C:4]([C:9]([OH:11])=[O:10])[C:5]([OH:7])=[O:6]. The yield is 0.870. (3) The reactants are [Br:1][C:2]1[C:7]([O:8][CH3:9])=[CH:6][CH:5]=[CH:4][C:3]=1[O:10][CH3:11].[Br:12]N1C(=O)CCC1=O. The catalyst is C(#N)C. The product is [Br:1][C:2]1[C:7]([O:8][CH3:9])=[CH:6][CH:5]=[C:4]([Br:12])[C:3]=1[O:10][CH3:11]. The yield is 0.950. (4) The reactants are [O:1]=[C:2]1[CH2:7][C:6](=[O:8])[CH2:5][N:4]([C:9]([O:11][C:12]([CH3:15])([CH3:14])[CH3:13])=[O:10])[CH2:3]1.CO[CH:18](OC)[N:19]([CH3:21])[CH3:20]. The catalyst is C1(C)C=CC=CC=1. The product is [CH3:18][N:19]([CH:21]=[C:7]1[C:6](=[O:8])[CH2:5][N:4]([C:9]([O:11][C:12]([CH3:15])([CH3:14])[CH3:13])=[O:10])[CH2:3][C:2]1=[O:1])[CH3:20]. The yield is 1.05. (5) The reactants are [C:1]([C:5]1[O:9][N:8]=[C:7]([NH:10][C:11]([NH:13][C:14]2[CH:19]=[CH:18][CH:17]=[C:16]([O:20][C:21]3[C:30]4[C:25](=[CH:26][C:27]([OH:33])=[C:28]([O:31][CH3:32])[CH:29]=4)[N:24]=[CH:23][N:22]=3)[CH:15]=2)=[O:12])[CH:6]=1)([CH3:4])([CH3:3])[CH3:2].[CH2:34]([C@@H:36]1[O:38][CH2:37]1)Cl.C(=O)([O-])[O-].[Cs+].[Cs+].[I-].[K+]. The catalyst is CN(C)C=O. The product is [C:1]([C:5]1[O:9][N:8]=[C:7]([NH:10][C:11]([NH:13][C:14]2[CH:19]=[CH:18][CH:17]=[C:16]([O:20][C:21]3[C:30]4[C:25](=[CH:26][C:27]([O:33][CH2:34][C@H:36]5[CH2:37][O:38]5)=[C:28]([O:31][CH3:32])[CH:29]=4)[N:24]=[CH:23][N:22]=3)[CH:15]=2)=[O:12])[CH:6]=1)([CH3:4])([CH3:2])[CH3:3]. The yield is 0.150. (6) The reactants are [Cl:1][C:2]1[N:7]=[C:6](/[CH:8]=[C:9](/[C:11]2[CH:12]=[C:13]([NH:17][S:18]([C:21]3[C:26]([F:27])=[CH:25][CH:24]=[CH:23][C:22]=3[F:28])(=[O:20])=[O:19])[CH:14]=[CH:15][CH:16]=2)\O)[CH:5]=[CH:4][N:3]=1.C1C(=O)N(Br)C(=O)C1.[NH2:37][C:38]([NH2:40])=[S:39]. The catalyst is CC(N(C)C)=O. The product is [NH2:40][C:38]1[S:39][C:8]([C:6]2[CH:5]=[CH:4][N:3]=[C:2]([Cl:1])[N:7]=2)=[C:9]([C:11]2[CH:12]=[C:13]([NH:17][S:18]([C:21]3[C:26]([F:27])=[CH:25][CH:24]=[CH:23][C:22]=3[F:28])(=[O:20])=[O:19])[CH:14]=[CH:15][CH:16]=2)[N:37]=1. The yield is 0.675. (7) The reactants are [CH2:1]([O:5][CH:6]([C:8]1[CH:9]=[CH:10][C:11]([N:14]2[CH:18]=[CH:17][C:16]([CH:19]([C:21]3[CH:38]=[CH:37][C:24]4[N:25]([CH2:29][O:30][CH2:31][CH2:32][Si:33]([CH3:36])([CH3:35])[CH3:34])[C:26](=[O:28])[S:27][C:23]=4[CH:22]=3)[CH3:20])=[N:15]2)=[N:12][CH:13]=1)[CH3:7])[C:2]([CH3:4])=[O:3].FC1C=CC(C2CCC(COC3CCCCO3)O2)=CN=1.[BH4-].[Li+]. The catalyst is O1CCCC1. The product is [OH:3][CH:2]([CH3:4])[CH2:1][O:5][CH:6]([C:8]1[CH:9]=[CH:10][C:11]([N:14]2[CH:18]=[CH:17][C:16]([CH:19]([C:21]3[CH:38]=[CH:37][C:24]4[N:25]([CH2:29][O:30][CH2:31][CH2:32][Si:33]([CH3:34])([CH3:36])[CH3:35])[C:26](=[O:28])[S:27][C:23]=4[CH:22]=3)[CH3:20])=[N:15]2)=[N:12][CH:13]=1)[CH3:7]. The yield is 0.920.